Dataset: Forward reaction prediction with 1.9M reactions from USPTO patents (1976-2016). Task: Predict the product of the given reaction. (1) Given the reactants [NH:1]1[CH:5]=[CH:4][N:3]=[CH:2]1.[H-].[Na+].Cl[C:9]1[C:18]2[C:13](=[CH:14][C:15]([O:19][CH3:20])=[CH:16][CH:17]=2)[C:12]([C:21]2[CH:26]=[CH:25][CH:24]=[CH:23][CH:22]=2)=[C:11]([C:27]#[N:28])[N:10]=1, predict the reaction product. The product is: [N:1]1([C:9]2[C:18]3[C:13](=[CH:14][C:15]([O:19][CH3:20])=[CH:16][CH:17]=3)[C:12]([C:21]3[CH:26]=[CH:25][CH:24]=[CH:23][CH:22]=3)=[C:11]([C:27]#[N:28])[N:10]=2)[CH:5]=[CH:4][N:3]=[CH:2]1. (2) Given the reactants [N:1]1([C:7]2[N:8]=[C:9]([CH2:14][C:15]([O-:17])=O)[NH:10][C:11](=[O:13])[CH:12]=2)[CH2:6][CH2:5][O:4][CH2:3][CH2:2]1.[Na+].[NH2:19][C:20]1[CH:25]=[CH:24][C:23]([F:26])=[CH:22][C:21]=1[OH:27], predict the reaction product. The product is: [F:26][C:23]1[CH:24]=[CH:25][C:20]([NH:19][C:15](=[O:17])[CH2:14][C:9]2[NH:10][C:11](=[O:13])[CH:12]=[C:7]([N:1]3[CH2:2][CH2:3][O:4][CH2:5][CH2:6]3)[N:8]=2)=[C:21]([OH:27])[CH:22]=1.